Task: Predict which catalyst facilitates the given reaction.. Dataset: Catalyst prediction with 721,799 reactions and 888 catalyst types from USPTO Reactant: [C:1]([C:5]1[N:10]=[C:9]([N:11]2[CH2:16][CH2:15][N:14]([CH2:17][CH2:18][CH2:19]Cl)[CH2:13][CH2:12]2)[CH:8]=[C:7]([CH:21]2[CH2:24][CH2:23][CH2:22]2)[N:6]=1)([CH3:4])([CH3:3])[CH3:2].[N:25]1[C:30]([OH:31])=[CH:29][C:28]([OH:32])=[N:27][CH:26]=1.C(N(CC)CC)C. Product: [C:1]([C:5]1[N:10]=[C:9]([N:11]2[CH2:16][CH2:15][N:14]([CH2:17][CH2:18][CH2:19][O:32][C:28]3[N:27]=[CH:26][N:25]=[C:30]([OH:31])[CH:29]=3)[CH2:13][CH2:12]2)[CH:8]=[C:7]([CH:21]2[CH2:24][CH2:23][CH2:22]2)[N:6]=1)([CH3:4])([CH3:3])[CH3:2]. The catalyst class is: 9.